Dataset: Full USPTO retrosynthesis dataset with 1.9M reactions from patents (1976-2016). Task: Predict the reactants needed to synthesize the given product. (1) Given the product [CH3:10][O:11][C:2]1[C:7]([O:8][CH3:9])=[CH:6][CH:5]=[CH:4][N:3]=1, predict the reactants needed to synthesize it. The reactants are: Cl[C:2]1[C:7]([O:8][CH3:9])=[CH:6][CH:5]=[CH:4][N:3]=1.[CH3:10][O-:11].[Na+]. (2) Given the product [CH3:1][NH:2][CH2:10][C:11]1[N:15]([CH3:16])[N:14]=[C:13]([N+:17]([O-:19])=[O:18])[CH:12]=1, predict the reactants needed to synthesize it. The reactants are: [CH3:1][NH2:2].C([O-])([O-])=O.[K+].[K+].Br[CH2:10][C:11]1[N:15]([CH3:16])[N:14]=[C:13]([N+:17]([O-:19])=[O:18])[CH:12]=1. (3) Given the product [OH:31][C:23]1[CH:24]=[C:25]2[O:30][CH2:29][O:28][C:26]2=[N:27][C:22]=1[CH:2]1[C:10]2[C:5](=[CH:6][CH:7]=[CH:8][CH:9]=2)[N:4]([CH2:11][C:12]2[O:13][C:14]([C:17]([F:18])([F:20])[F:19])=[CH:15][CH:16]=2)[C:3]1=[O:21], predict the reactants needed to synthesize it. The reactants are: O[C:2]1([C:22]2[N:27]=[C:26]3[O:28][CH2:29][O:30][C:25]3=[CH:24][C:23]=2[OH:31])[C:10]2[C:5](=[CH:6][CH:7]=[CH:8][CH:9]=2)[N:4]([CH2:11][C:12]2[O:13][C:14]([C:17]([F:20])([F:19])[F:18])=[CH:15][CH:16]=2)[C:3]1=[O:21].C([SiH](CC)CC)C.FC(F)(F)C(O)=O. (4) Given the product [Cl:1][C:2]1[C:7]([CH:19]=[O:20])=[C:6]([Cl:8])[CH:5]=[CH:4][N:3]=1, predict the reactants needed to synthesize it. The reactants are: [Cl:1][C:2]1[CH:7]=[C:6]([Cl:8])[CH:5]=[CH:4][N:3]=1.C([N-]C(C)C)(C)C.[Li+].CN(C)[CH:19]=[O:20].[Cl-].[NH4+]. (5) Given the product [F:53][C:50]([F:51])([F:52])[S:47]([NH:46][CH2:45][CH2:44][C:42]1[S:43][C:39]([C:36]2[CH:35]=[CH:34][C:33]([NH:32][C:62]([NH:61][C:56]3[CH:57]=[CH:58][CH:59]=[CH:60][C:55]=3[F:54])=[S:63])=[CH:38][CH:37]=2)=[CH:40][N:41]=1)(=[O:49])=[O:48], predict the reactants needed to synthesize it. The reactants are: FC(F)(F)C1C=C(NC(=O)NC2C=CC(C3SC(CCC(OC)=O)=NC=3)=CC=2)C=CC=1.[NH2:32][C:33]1[CH:38]=[CH:37][C:36]([C:39]2[S:43][C:42]([CH2:44][CH2:45][NH:46][S:47]([C:50]([F:53])([F:52])[F:51])(=[O:49])=[O:48])=[N:41][CH:40]=2)=[CH:35][CH:34]=1.[F:54][C:55]1[CH:60]=[CH:59][CH:58]=[CH:57][C:56]=1[N:61]=[C:62]=[S:63]. (6) Given the product [F:19][C:16]1[CH:17]=[CH:18][C:13]([CH2:12][N:11]2[C:38](=[O:39])[C:37]([C:32]3[NH:31][C:30]4[CH:41]=[CH:42][C:27]([NH:26][S:23]([CH3:22])(=[O:25])=[O:24])=[CH:28][C:29]=4[S:34](=[O:36])(=[O:35])[N:33]=3)=[C:3]([OH:4])[C@H:5]3[C@@H:10]2[CH:9]2[CH2:8][CH2:7][CH:6]3[CH2:21][CH2:20]2)=[CH:14][CH:15]=1, predict the reactants needed to synthesize it. The reactants are: CO[C:3]([C@H:5]1[C@@H:10]([NH:11][CH2:12][C:13]2[CH:18]=[CH:17][C:16]([F:19])=[CH:15][CH:14]=2)[CH:9]2[CH2:20][CH2:21][CH:6]1[CH2:7][CH2:8]2)=[O:4].[CH3:22][S:23]([NH:26][C:27]1[CH:42]=[CH:41][C:30]2[NH:31][C:32]([CH2:37][C:38](O)=[O:39])=[N:33][S:34](=[O:36])(=[O:35])[C:29]=2[CH:28]=1)(=[O:25])=[O:24].CN1CCOCC1.Cl.CN(C)CCCN=C=NCC.[O-]CC.[Na+].